This data is from Reaction yield outcomes from USPTO patents with 853,638 reactions. The task is: Predict the reaction yield, written as a fraction of the theoretical maximum amount of product (1.0 means a 100% yield; for example, 0.34 means a 34% yield). (1) The product is [CH2:1]([C:3]1[CH:4]=[C:5]([O:17][C:18]2[CH:19]=[N:20][C:21]([S:24]([CH3:27])(=[O:26])=[O:25])=[CH:22][CH:23]=2)[CH:6]=[C:7]2[C:11]=1[NH:10][C:9]([C:12]([OH:14])=[O:13])=[CH:8]2)[CH3:2]. The yield is 1.00. The reactants are [CH2:1]([C:3]1[CH:4]=[C:5]([O:17][C:18]2[CH:19]=[N:20][C:21]([S:24]([CH3:27])(=[O:26])=[O:25])=[CH:22][CH:23]=2)[CH:6]=[C:7]2[C:11]=1[NH:10][C:9]([C:12]([O:14]CC)=[O:13])=[CH:8]2)[CH3:2].CO.[OH-].[K+]. The catalyst is O1CCCC1. (2) The reactants are [F:1][C:2]([F:13])([F:12])[C:3]([NH:5][C:6]1[CH:11]=[CH:10][CH:9]=[CH:8][CH:7]=1)=O. The catalyst is C1COCC1. The product is [F:1][C:2]([F:12])([F:13])[CH2:3][NH:5][C:6]1[CH:11]=[CH:10][CH:9]=[CH:8][CH:7]=1. The yield is 0.920.